This data is from Full USPTO retrosynthesis dataset with 1.9M reactions from patents (1976-2016). The task is: Predict the reactants needed to synthesize the given product. (1) Given the product [F:21][C:20]([F:23])([F:22])[C:18]([O-:24])=[O:19].[CH2:1]([NH:3][C:4]1[N:9]=[C:8]([NH3+:10])[CH:7]=[CH:6][CH:5]=1)[CH3:2], predict the reactants needed to synthesize it. The reactants are: [CH2:1]([NH:3][C:4]1[N:9]=[C:8]([NH:10]C(=O)OC(C)(C)C)[CH:7]=[CH:6][CH:5]=1)[CH3:2].[C:18]([OH:24])([C:20]([F:23])([F:22])[F:21])=[O:19].C(Cl)Cl. (2) Given the product [Cl:16][C:15]1[C:10]([NH:9][C:4]2[CH:5]=[CH:6][C:7]([F:8])=[C:2]([NH:1][S:40]([CH:39]=[CH2:38])(=[O:42])=[O:41])[CH:3]=2)=[N:11][C:12]([NH:17][C:18]2[CH:19]=[N:20][N:21]([CH:23]3[CH2:28][CH2:27][N:26]([CH3:29])[CH2:25][CH2:24]3)[CH:22]=2)=[N:13][CH:14]=1, predict the reactants needed to synthesize it. The reactants are: [NH2:1][C:2]1[CH:3]=[C:4]([NH:9][C:10]2[C:15]([Cl:16])=[CH:14][N:13]=[C:12]([NH:17][C:18]3[CH:19]=[N:20][N:21]([CH:23]4[CH2:28][CH2:27][N:26]([CH3:29])[CH2:25][CH2:24]4)[CH:22]=3)[N:11]=2)[CH:5]=[CH:6][C:7]=1[F:8].C(N(CC)CC)C.Cl[CH2:38][CH2:39][S:40](Cl)(=[O:42])=[O:41]. (3) Given the product [F:1][C:2]1[CH:3]=[C:4]([C:8]2[CH:9]=[CH:10][C:11]([C:14]([NH:16][C@H:17]3[CH2:22][CH2:21][CH2:20][C@@H:19]([C:23](=[O:25])[NH:57][C@H:58]4[CH2:63][CH2:62][C@H:61]([NH:64][CH3:65])[CH2:60][CH2:59]4)[CH2:18]3)=[O:15])=[CH:12][N:13]=2)[CH:5]=[CH:6][CH:7]=1, predict the reactants needed to synthesize it. The reactants are: [F:1][C:2]1[CH:3]=[C:4]([C:8]2[N:13]=[CH:12][C:11]([C:14]([NH:16][C@@H:17]3[CH2:22][CH2:21][CH2:20][C@H:19]([C:23]([OH:25])=O)[CH2:18]3)=[O:15])=[CH:10][CH:9]=2)[CH:5]=[CH:6][CH:7]=1.C(N(CC)CC)C.CN(C(ON1N=NC2C=CC=CC1=2)=[N+](C)C)C.F[P-](F)(F)(F)(F)F.[NH2:57][CH:58]1[CH2:63][CH2:62][CH:61]([N:64](C)[C:65](=O)C(F)(F)F)[CH2:60][CH2:59]1. (4) Given the product [NH2:10][C:9]1[C:2]([Cl:1])=[C:3]([C:6]([Cl:13])=[CH:7][CH:8]=1)[C:4]#[N:5], predict the reactants needed to synthesize it. The reactants are: [Cl:1][C:2]1[C:9]([N+:10]([O-])=O)=[CH:8][CH:7]=[C:6]([Cl:13])[C:3]=1[C:4]#[N:5].[OH-].[Na+]. (5) Given the product [NH2:30][C:21]([C:20]1[CH:24]=[CH:25][C:26]([F:27])=[C:18]([S:15]([N:11]2[CH2:12][CH2:13][CH2:14][N:8]([C:6]([O:5][C:1]([CH3:4])([CH3:2])[CH3:3])=[O:7])[CH2:9][CH2:10]2)(=[O:17])=[O:16])[CH:19]=1)=[O:23], predict the reactants needed to synthesize it. The reactants are: [C:1]([O:5][C:6]([N:8]1[CH2:14][CH2:13][CH2:12][N:11]([S:15]([C:18]2[CH:19]=[C:20]([CH:24]=[CH:25][C:26]=2[F:27])[C:21]([OH:23])=O)(=[O:17])=[O:16])[CH2:10][CH2:9]1)=[O:7])([CH3:4])([CH3:3])[CH3:2].C1N=C[N:30](C(N2C=NC=C2)=O)C=1. (6) Given the product [CH3:1][C:2]1[CH:7]=[CH:6][C:5]([S:8]([N:11]([C@H:16]([C:40]([OH:42])=[O:41])[CH2:17][CH2:18][CH2:19][CH2:20][NH:21][C:22]([C@@H:24]([NH:32][C:33]([C:44]([F:55])([F:54])[F:43])=[O:35])[CH2:25][C:26]2[CH:31]=[CH:30][CH:29]=[CH:28][CH:27]=2)=[O:23])[CH2:12][CH:13]([CH3:15])[CH3:14])(=[O:9])=[O:10])=[CH:4][CH:3]=1, predict the reactants needed to synthesize it. The reactants are: [CH3:1][C:2]1[CH:7]=[CH:6][C:5]([S:8]([N:11]([C@H:16]([C:40]([OH:42])=[O:41])[CH2:17][CH2:18][CH2:19][CH2:20][NH:21][C:22]([C@@H:24]([NH:32][C:33]([O:35]C(C)(C)C)=O)[CH2:25][C:26]2[CH:31]=[CH:30][CH:29]=[CH:28][CH:27]=2)=[O:23])[CH2:12][CH:13]([CH3:15])[CH3:14])(=[O:10])=[O:9])=[CH:4][CH:3]=1.[F:43][C:44]([F:55])([F:54])C(OC(=O)[C:44]([F:55])([F:54])[F:43])=O.C(O)(C(F)(F)F)=O. (7) The reactants are: [CH3:1][O:2][C:3]1[CH:4]=[C:5]([S:11]([N:14]2[CH2:19][CH:18]([CH3:20])[N:17]([S:21]([C:24]3[CH:29]=[CH:28][C:27]([O:30][CH3:31])=[C:26]([O:32][CH3:33])[CH:25]=3)(=[O:23])=[O:22])[CH:16]([CH3:34])[CH:15]2[CH3:35])(=[O:13])=[O:12])[CH:6]=[CH:7][C:8]=1[O:9][CH3:10].C1(P(C2C=CC=CC=2)C2C=CC=CC=2)C=CC=CC=1.N(C(OC(C)C)=O)=NC(OC(C)C)=O.COC1C=C(S(NC(C)CN(C(C)C(O)C)S(C2C=CC(OC)=C(OC)C=2)(=O)=O)(=O)=O)C=CC=1OC. Given the product [CH3:1][O:2][C:3]1[CH:4]=[C:5]([S:11]([N:14]2[CH2:19][CH:18]([CH3:20])[N:17]([S:21]([C:24]3[CH:29]=[CH:28][C:27]([O:30][CH3:31])=[C:26]([O:32][CH3:33])[CH:25]=3)(=[O:23])=[O:22])[C@@H:16]([CH3:34])[C@H:15]2[CH3:35])(=[O:12])=[O:13])[CH:6]=[CH:7][C:8]=1[O:9][CH3:10], predict the reactants needed to synthesize it. (8) Given the product [Br:10][C:8]1[N:7]=[C:6]([CH3:11])[N:5]=[C:4]([NH:3][C:13]2[S:14][C:15]([C:18]([O:20][CH3:21])=[O:19])=[CH:16][N:17]=2)[CH:9]=1, predict the reactants needed to synthesize it. The reactants are: [H-].[Na+].[NH2:3][C:4]1[CH:9]=[C:8]([Br:10])[N:7]=[C:6]([CH3:11])[N:5]=1.Cl[C:13]1[S:14][C:15]([C:18]([O:20][CH3:21])=[O:19])=[CH:16][N:17]=1.Cl. (9) Given the product [CH3:31][O:32][C:33](=[O:39])[C@@H:34]1[CH2:38][CH2:37][CH2:36][N:35]1[C:10](=[O:12])[C@@H:9]1[CH2:13][CH2:14][CH2:15][N:8]1[C:6]([O:5][C:1]([CH3:2])([CH3:3])[CH3:4])=[O:7], predict the reactants needed to synthesize it. The reactants are: [C:1]([O:5][C:6]([N:8]1[CH2:15][CH2:14][CH2:13][C@H:9]1[C:10]([OH:12])=O)=[O:7])([CH3:4])([CH3:3])[CH3:2].C(N(CC)CC)C.C(Cl)(=O)C(C)(C)C.Cl.[CH3:31][O:32][C:33](=[O:39])[C@@H:34]1[CH2:38][CH2:37][CH2:36][NH:35]1.